From a dataset of Catalyst prediction with 721,799 reactions and 888 catalyst types from USPTO. Predict which catalyst facilitates the given reaction. (1) Reactant: C(N(CC)CC)C.[C:8]([CH2:10][C:11]([NH2:13])=[O:12])#[N:9].[CH:14]1([C:19](=O)[CH2:20][C:21](=O)[C:22]([O:24][CH2:25][CH3:26])=[O:23])[CH2:18][CH2:17][CH2:16][CH2:15]1. Product: [C:8]([C:10]1[C:11]([OH:12])=[N:13][C:19]([CH:14]2[CH2:15][CH2:16][CH2:17][CH2:18]2)=[CH:20][C:21]=1[C:22]([O:24][CH2:25][CH3:26])=[O:23])#[N:9]. The catalyst class is: 8. (2) Reactant: [F:1][C:2]([F:28])([F:27])[C:3]([N:5]1[CH2:10][CH2:9][CH:8]([CH:11]2[C:24]3[CH:23]=[CH:22][C:21]([C:25]#[N:26])=[CH:20][C:19]=3[O:18][C:17]3[C:12]2=[CH:13][CH:14]=[CH:15][CH:16]=3)[CH2:7][CH2:6]1)=[O:4].Cl.[OH-:30].[NH4+:31].C(=O)([O-])[O-].[K+].[K+].O. Product: [OH:30][NH:26][C:25]([C:21]1[CH:22]=[CH:23][C:24]2[CH:11]([CH:8]3[CH2:7][CH2:6][N:5]([C:3](=[O:4])[C:2]([F:27])([F:1])[F:28])[CH2:10][CH2:9]3)[C:12]3[C:17]([O:18][C:19]=2[CH:20]=1)=[CH:16][CH:15]=[CH:14][CH:13]=3)=[NH:31]. The catalyst class is: 8. (3) Reactant: C([O:8][C:9]1[CH:14]=[CH:13][C:12]([NH:15][C:16]([NH:18][C:19]2[CH:24]=[CH:23][C:22]([O:25][C:26]3[C:27]4[N:34]([CH3:35])[CH:33]=[CH:32][C:28]=4[N:29]=[CH:30][N:31]=3)=[CH:21][C:20]=2[Cl:36])=[O:17])=[CH:11][C:10]=1[C:37]([F:40])([F:39])[F:38])C1C=CC=CC=1.C1CC=CCC=1. Product: [Cl:36][C:20]1[CH:21]=[C:22]([O:25][C:26]2[C:27]3[N:34]([CH3:35])[CH:33]=[CH:32][C:28]=3[N:29]=[CH:30][N:31]=2)[CH:23]=[CH:24][C:19]=1[NH:18][C:16]([NH:15][C:12]1[CH:13]=[CH:14][C:9]([OH:8])=[C:10]([C:37]([F:39])([F:38])[F:40])[CH:11]=1)=[O:17]. The catalyst class is: 349. (4) The catalyst class is: 5. Reactant: C([N:4]1[C:13]2[C:12]3=[N:14][C:15]([CH3:18])=[C:16]([Br:17])[N:11]3[CH:10]=[CH:9][C:8]=2[C@@H:7]([O:19][CH2:20][CH2:21][O:22][CH3:23])[C@H:6]([O:24]C(=O)C(C)(C)C)[C@H:5]1[C:31]1[CH:36]=[CH:35][CH:34]=[CH:33][CH:32]=1)(=O)C.[OH-].[K+].O.NN. Product: [Br:17][C:16]1[N:11]2[CH:10]=[CH:9][C:8]3[C@@H:7]([O:19][CH2:20][CH2:21][O:22][CH3:23])[C@H:6]([OH:24])[C@@H:5]([C:31]4[CH:36]=[CH:35][CH:34]=[CH:33][CH:32]=4)[NH:4][C:13]=3[C:12]2=[N:14][C:15]=1[CH3:18].